Predict which catalyst facilitates the given reaction. From a dataset of Catalyst prediction with 721,799 reactions and 888 catalyst types from USPTO. (1) Reactant: [CH3:1][O:2][C:3]1[CH:4]=[C:5]([CH:11]2[CH2:16][CH2:15][CH2:14][N:13]([CH2:17][C@H:18]([OH:23])[C:19]([F:22])([F:21])[F:20])[CH2:12]2)[CH:6]=[C:7]([O:9][CH3:10])[CH:8]=1.[Cl:24][C:25]1[CH:30]=[CH:29][C:28]([N:31]=[C:32]=[O:33])=[CH:27][CH:26]=1. Product: [CH3:1][O:2][C:3]1[CH:4]=[C:5]([CH:11]2[CH2:16][CH2:15][CH2:14][N:13]([CH2:17][C@H:18]([O:23][C:32](=[O:33])[NH:31][C:28]3[CH:29]=[CH:30][C:25]([Cl:24])=[CH:26][CH:27]=3)[C:19]([F:21])([F:20])[F:22])[CH2:12]2)[CH:6]=[C:7]([O:9][CH3:10])[CH:8]=1. The catalyst class is: 10. (2) Reactant: [CH2:1]([NH:8][N:9]1[C:21]2[C:20]3[CH:19]=[CH:18][CH:17]=[CH:16][C:15]=3[N+:14]([O-])=[CH:13][C:12]=2[N:11]=[C:10]1[CH2:23][O:24][CH2:25][CH3:26])[C:2]1[CH:7]=[CH:6][CH:5]=[CH:4][CH:3]=1.[NH4+:27].[OH-].C1(C)C=CC(S(Cl)(=O)=O)=CC=1.O. The catalyst class is: 2. Product: [CH2:1]([NH:8][N:9]1[C:21]2[C:20]3[CH:19]=[CH:18][CH:17]=[CH:16][C:15]=3[N:14]=[C:13]([NH2:27])[C:12]=2[N:11]=[C:10]1[CH2:23][O:24][CH2:25][CH3:26])[C:2]1[CH:7]=[CH:6][CH:5]=[CH:4][CH:3]=1. (3) Reactant: [NH2:1][C:2]1[CH:17]=[CH:16][C:15]([Cl:18])=[CH:14][C:3]=1[O:4][C:5]1[CH:12]=[CH:11][C:8]([C:9]#[N:10])=[CH:7][C:6]=1Cl.[ClH:19].[NH2:20][OH:21].C(=O)([O-])[O-].[K+].[K+]. Product: [NH2:1][C:2]1[CH:17]=[CH:16][C:15]([Cl:18])=[CH:14][C:3]=1[O:4][C:5]1[CH:12]=[CH:11][C:8]([C:9](=[NH:10])[NH:20][OH:21])=[CH:7][C:6]=1[Cl:19]. The catalyst class is: 8. (4) Reactant: [CH3:1][C:2]1([CH3:14])[CH2:6][CH2:5][N:4]([C:7]2[CH:11]=[CH:10][N:9]([CH3:12])[N:8]=2)[C:3]1=[O:13].[N+:15]([O-])([OH:17])=[O:16].C(=O)([O-])O.[Na+]. Product: [CH3:1][C:2]1([CH3:14])[CH2:6][CH2:5][N:4]([C:7]2[C:11]([N+:15]([O-:17])=[O:16])=[CH:10][N:9]([CH3:12])[N:8]=2)[C:3]1=[O:13]. The catalyst class is: 152.